This data is from Reaction yield outcomes from USPTO patents with 853,638 reactions. The task is: Predict the reaction yield, written as a fraction of the theoretical maximum amount of product (1.0 means a 100% yield; for example, 0.34 means a 34% yield). The reactants are [Cl:1][C:2]1[C:11]2[C:6](=[CH:7][C:8]([CH3:21])=[C:9]([S:12]([CH:15]3[CH2:20][CH2:19][O:18][CH2:17][CH2:16]3)(=[O:14])=[O:13])[CH:10]=2)[N:5]=[CH:4][CH:3]=1.[Li+].[CH3:23][Si]([N-][Si](C)(C)C)(C)C.CI.[Cl-].[NH4+]. The catalyst is C1COCC1. The product is [Cl:1][C:2]1[C:11]2[C:6](=[CH:7][C:8]([CH3:21])=[C:9]([S:12]([C:15]3([CH3:23])[CH2:20][CH2:19][O:18][CH2:17][CH2:16]3)(=[O:13])=[O:14])[CH:10]=2)[N:5]=[CH:4][CH:3]=1. The yield is 0.221.